This data is from Experimentally validated miRNA-target interactions with 360,000+ pairs, plus equal number of negative samples. The task is: Binary Classification. Given a miRNA mature sequence and a target amino acid sequence, predict their likelihood of interaction. The miRNA is hsa-miR-211-5p with sequence UUCCCUUUGUCAUCCUUCGCCU. The protein sequence of the target gene is MAQWNQLQQLDTRYLEQLHQLYSDSFPMELRQFLAPWIESQDWAYAASKESHATLVFHNLLGEIDQQYSRFLQESNVLYQHNLRRIKQFLQSRYLEKPMEIARIVARCLWEESRLLQTAATAAQQGGQANHPTAAVVTEKQQMLEQHLQDVRKRVQDLEQKMKVVENLQDDFDFNYKTLKSQGDMQDLNGNNQSVTRQKMQQLEQMLTALDQMRRSIVSELAGLLSAMEYVQKTLTDEELADWKRRQQIACIGGPPNICLDRLENWITSLAESQLQTRQQIKKLEELQQKVSYKGDPIVQ.... Result: 0 (no interaction).